From a dataset of Reaction yield outcomes from USPTO patents with 853,638 reactions. Predict the reaction yield, written as a fraction of the theoretical maximum amount of product (1.0 means a 100% yield; for example, 0.34 means a 34% yield). (1) The reactants are C1(C)C=CC(S([O-])(=O)=O)=CC=1.[NH+]1C=CC=CC=1.[Si]([O:25][C@@H:26]([CH3:59])[CH2:27][CH2:28][CH2:29][C@H:30]([OH:58])/[CH:31]=[CH:32]/[C@H:33]1[C@H:37]([O:38]C2CCCCO2)[CH2:36][C@@H:35]([Cl:45])[C@@H:34]1[CH2:46][CH2:47][CH2:48][C:49]1[S:53][C:52]([C:54]([O:56][CH3:57])=[O:55])=[CH:51][CH:50]=1)(C(C)(C)C)(C)C. The catalyst is CO. The product is [Cl:45][C@H:35]1[C@H:34]([CH2:46][CH2:47][CH2:48][C:49]2[S:53][C:52]([C:54]([O:56][CH3:57])=[O:55])=[CH:51][CH:50]=2)[C@@H:33](/[CH:32]=[CH:31]/[C@@H:30]([OH:58])[CH2:29][CH2:28][CH2:27][C@H:26]([OH:25])[CH3:59])[C@H:37]([OH:38])[CH2:36]1. The yield is 0.970. (2) The catalyst is CN(C)P(N(C)C)(N(C)C)=O. The product is [F:13][C:14]1[CH:19]=[C:18]([N:4]2[CH:1]=[CH:70][CH:69]=[CH:68][C:67]2=[O:66])[CH:17]=[CH:16][C:15]=1[CH:21]([C:42]([C:44]1[N:48]([C:49]2[CH:50]=[CH:51][C:52]([O:55][CH3:56])=[CH:53][CH:54]=2)[N:47]=[C:46]([C:57]([F:58])([F:60])[F:59])[CH:45]=1)=[O:43])[C:22]([O:24][CH3:25])=[O:23]. The yield is 0.490. The reactants are [CH:1]([NH:4]C(C)C)(C)C.C([Li])CCC.[F:13][C:14]1[CH:19]=[C:18](I)[CH:17]=[CH:16][C:15]=1[CH2:21][C:22]([O:24][CH3:25])=[O:23].[CH3:56][O:55][C:52]1[CH:51]=[CH:50][C:49]([N:48]2[C:44]([C:42](O[C:42]([C:44]3[N:48]([C:49]4[CH:54]=[CH:53][C:52]([O:55][CH3:56])=[CH:51][CH:50]=4)[N:47]=[C:46]([C:57]([F:60])([F:59])[F:58])[CH:45]=3)=[O:43])=[O:43])=[CH:45][C:46]([C:57]([F:60])([F:59])[F:58])=[N:47]2)=[CH:54][CH:53]=1.Cl.[O:66]1[CH2:70][CH2:69][CH2:68][CH2:67]1. (3) The reactants are [F:1][C:2]([F:39])([F:38])[C:3]1[CH:4]=[C:5]([CH:31]=[C:32]([C:34]([F:37])([F:36])[F:35])[CH:33]=1)[CH2:6][N:7]([CH2:14][C:15]1[CH:20]=[C:19]([C:21]([F:24])([F:23])[F:22])[CH:18]=[CH:17][C:16]=1[CH:25]([CH:27]1[CH2:30][CH2:29][CH2:28]1)[OH:26])[C:8]1[N:9]=[N:10][N:11]([CH3:13])[N:12]=1.[H-].[Na+].[CH2:42](I)[CH3:43]. The catalyst is C1COCC1. The product is [F:39][C:2]([F:1])([F:38])[C:3]1[CH:4]=[C:5]([CH:31]=[C:32]([C:34]([F:35])([F:36])[F:37])[CH:33]=1)[CH2:6][N:7]([CH2:14][C:15]1[CH:20]=[C:19]([C:21]([F:24])([F:23])[F:22])[CH:18]=[CH:17][C:16]=1[CH:25]([CH:27]1[CH2:28][CH2:29][CH2:30]1)[O:26][CH2:42][CH3:43])[C:8]1[N:9]=[N:10][N:11]([CH3:13])[N:12]=1. The yield is 0.870. (4) The reactants are S(=O)(=O)(O)O.[F:6][C:7]([F:23])([F:22])[C:8]1[CH:9]=[C:10]([CH2:18][C:19]([OH:21])=[O:20])[CH:11]=[C:12]([C:14]([F:17])([F:16])[F:15])[CH:13]=1.[CH3:24]O. No catalyst specified. The product is [F:6][C:7]([F:22])([F:23])[C:8]1[CH:9]=[C:10]([CH2:18][C:19]([O:21][CH3:24])=[O:20])[CH:11]=[C:12]([C:14]([F:16])([F:17])[F:15])[CH:13]=1. The yield is 0.930. (5) The reactants are [F:1][C:2]1[CH:3]=[C:4]([NH:24][CH3:25])[CH:5]=[CH:6][C:7]=1[O:8][C:9]1[CH:14]=[CH:13][N:12]=[C:11]2[CH:15]=[C:16]([C:18]3[N:19]([CH3:23])[CH:20]=[CH:21][N:22]=3)[S:17][C:10]=12.[C:26]1([CH2:32][C:33]([N:35]=[C:36]=[S:37])=[O:34])[CH:31]=[CH:30][CH:29]=[CH:28][CH:27]=1. The catalyst is C1COCC1. The product is [F:1][C:2]1[CH:3]=[C:4]([N:24]([CH3:25])[C:36]([NH:35][C:33](=[O:34])[CH2:32][C:26]2[CH:31]=[CH:30][CH:29]=[CH:28][CH:27]=2)=[S:37])[CH:5]=[CH:6][C:7]=1[O:8][C:9]1[CH:14]=[CH:13][N:12]=[C:11]2[CH:15]=[C:16]([C:18]3[N:19]([CH3:23])[CH:20]=[CH:21][N:22]=3)[S:17][C:10]=12. The yield is 0.200.